The task is: Regression. Given two drug SMILES strings and cell line genomic features, predict the synergy score measuring deviation from expected non-interaction effect.. This data is from NCI-60 drug combinations with 297,098 pairs across 59 cell lines. (1) Drug 1: C1=NC2=C(N=C(N=C2N1C3C(C(C(O3)CO)O)O)F)N. Drug 2: CC12CCC3C(C1CCC2O)C(CC4=C3C=CC(=C4)O)CCCCCCCCCS(=O)CCCC(C(F)(F)F)(F)F. Cell line: SF-295. Synergy scores: CSS=1.83, Synergy_ZIP=-0.291, Synergy_Bliss=-1.60, Synergy_Loewe=-3.39, Synergy_HSA=-3.34. (2) Drug 1: C1C(C(OC1N2C=NC3=C(N=C(N=C32)Cl)N)CO)O. Drug 2: CCC(=C(C1=CC=CC=C1)C2=CC=C(C=C2)OCCN(C)C)C3=CC=CC=C3.C(C(=O)O)C(CC(=O)O)(C(=O)O)O. Cell line: MALME-3M. Synergy scores: CSS=16.3, Synergy_ZIP=-6.88, Synergy_Bliss=-2.16, Synergy_Loewe=-21.7, Synergy_HSA=-5.23.